From a dataset of Full USPTO retrosynthesis dataset with 1.9M reactions from patents (1976-2016). Predict the reactants needed to synthesize the given product. (1) The reactants are: [CH3:1][O:2][C:3]1[CH:4]=[C:5]2[C:10](=[CH:11][C:12]=1[O:13][CH2:14][CH2:15][CH2:16][N:17]1[CH2:22][CH2:21][CH2:20][CH2:19][CH2:18]1)[N:9]=[CH:8][NH:7][C:6]2=O.CN(C=O)C.S(Cl)([Cl:31])=O. Given the product [Cl:31][C:6]1[C:5]2[C:10](=[CH:11][C:12]([O:13][CH2:14][CH2:15][CH2:16][N:17]3[CH2:22][CH2:21][CH2:20][CH2:19][CH2:18]3)=[C:3]([O:2][CH3:1])[CH:4]=2)[N:9]=[CH:8][N:7]=1, predict the reactants needed to synthesize it. (2) Given the product [CH2:35]([O:34][C:31]1[CH:32]=[CH:33][C:24]([C@@H:15]([O:16][Si:17]([C:20]([CH3:21])([CH3:23])[CH3:22])([CH3:19])[CH3:18])[CH2:14][NH:13][C@H:11]([CH3:12])[CH2:10][C:6]2[CH:5]=[C:4]([CH2:3][CH2:2][NH:1][C:15]([CH2:24][C:25]3[CH:30]=[CH:31][C:97]([CH2:96][NH:92][C:61]([CH2:60][CH2:59][N:56]4[CH2:55][CH2:54][CH:53]([O:52][C:50](=[O:51])[NH:49][C:44]5[CH:45]=[CH:46][CH:47]=[CH:48][C:43]=5[C:75]5[CH:80]=[CH:79][CH:78]=[CH:77][CH:76]=5)[CH2:58][CH2:57]4)=[O:62])=[CH:27][CH:26]=3)=[O:16])[CH:9]=[CH:8][CH:7]=2)=[C:25]2[C:30]=1[NH:29][C:28](=[O:42])[CH:27]=[CH:26]2)[C:36]1[CH:37]=[CH:38][CH:39]=[CH:40][CH:41]=1, predict the reactants needed to synthesize it. The reactants are: [NH2:1][CH2:2][CH2:3][C:4]1[CH:5]=[C:6]([CH2:10][C@H:11]([NH:13][CH2:14][C@@H:15]([C:24]2[CH:33]=[CH:32][C:31]([O:34][CH2:35][C:36]3[CH:41]=[CH:40][CH:39]=[CH:38][CH:37]=3)=[C:30]3[C:25]=2[CH:26]=[CH:27][C:28](=[O:42])[NH:29]3)[O:16][Si:17]([C:20]([CH3:23])([CH3:22])[CH3:21])([CH3:19])[CH3:18])[CH3:12])[CH:7]=[CH:8][CH:9]=1.[C:43]1([C:75]2[CH:80]=[CH:79][CH:78]=[CH:77][CH:76]=2)[CH:48]=[CH:47][CH:46]=[CH:45][C:44]=1[NH:49][C:50]([O:52][CH:53]1[CH2:58][CH2:57][N:56]([CH2:59][CH2:60][C:61](CNC2C=CC(CC(O)=O)=CC=2)=[O:62])[CH2:55][CH2:54]1)=[O:51].[O-]S(C(F)(F)F)(=O)=O.C([N:92]([CH2:96][CH3:97])C(C)C)(C)C.